This data is from Full USPTO retrosynthesis dataset with 1.9M reactions from patents (1976-2016). The task is: Predict the reactants needed to synthesize the given product. (1) Given the product [CH2:1]([N:8]1[C:12]2[CH:13]=[C:14]([NH2:21])[C:15]3[N:16]([C:17]([CH3:20])=[N:18][N:19]=3)[C:11]=2[CH:10]=[C:9]1[CH3:24])[C:2]1[CH:3]=[CH:4][CH:5]=[CH:6][CH:7]=1, predict the reactants needed to synthesize it. The reactants are: [CH2:1]([N:8]1[C:12]2[CH:13]=[C:14]([N+:21]([O-])=O)[C:15]3[N:16]([C:17]([CH3:20])=[N:18][N:19]=3)[C:11]=2[CH:10]=[C:9]1[CH3:24])[C:2]1[CH:7]=[CH:6][CH:5]=[CH:4][CH:3]=1. (2) The reactants are: [CH2:1]([C:3]1[CH:8]=[CH:7][C:6]([CH:9]2[CH2:14][NH:13][CH2:12][CH:11]([C:15]([O:17][CH3:18])=[O:16])[CH2:10]2)=[CH:5][CH:4]=1)[CH3:2].[N:19]1([C:25](Cl)=[O:26])[CH2:24][CH2:23][O:22][CH2:21][CH2:20]1. Given the product [CH2:1]([C:3]1[CH:4]=[CH:5][C:6]([CH:9]2[CH2:14][N:13]([C:25]([N:19]3[CH2:24][CH2:23][O:22][CH2:21][CH2:20]3)=[O:26])[CH2:12][CH:11]([C:15]([O:17][CH3:18])=[O:16])[CH2:10]2)=[CH:7][CH:8]=1)[CH3:2], predict the reactants needed to synthesize it. (3) Given the product [CH:22]12[NH:24][CH:19]([CH2:20][CH2:21]1)[CH2:18][CH:17]([C:16]1[N:11]3[N:10]=[C:9]([C:30]4[CH:31]=[CH:32][N:33]=[CH:34][CH:35]=4)[C:8]([C:5]4[CH:6]=[CH:7][C:2]([Cl:1])=[C:3]([OH:36])[CH:4]=4)=[C:12]3[N:13]=[CH:14][CH:15]=1)[CH2:23]2, predict the reactants needed to synthesize it. The reactants are: [Cl:1][C:2]1[CH:7]=[CH:6][C:5]([C:8]2[C:9]([C:30]3[CH:35]=[CH:34][N:33]=[CH:32][CH:31]=3)=[N:10][N:11]3[C:16]([CH:17]4[CH2:23][CH:22]5[N:24](C(OCC)=O)[CH:19]([CH2:20][CH2:21]5)[CH2:18]4)=[CH:15][CH:14]=[N:13][C:12]=23)=[CH:4][C:3]=1[OH:36].I[Si](C)(C)C. (4) Given the product [CH3:39][N:38]1[C:31]2[N:32]([C:33](=[O:35])[N:34]=[C:29]([O:3][CH2:4][C:5]3[CH:23]=[CH:22][C:8]([O:9][C:10]4[CH:11]=[C:12]([CH:15]=[C:16]([C:18]([F:19])([F:20])[F:21])[CH:17]=4)[C:13]#[N:14])=[C:7]([C:24]([F:25])([F:26])[F:27])[CH:6]=3)[CH:30]=2)[CH2:36][CH2:37]1, predict the reactants needed to synthesize it. The reactants are: [H-].[Na+].[OH:3][CH2:4][C:5]1[CH:23]=[CH:22][C:8]([O:9][C:10]2[CH:11]=[C:12]([CH:15]=[C:16]([C:18]([F:21])([F:20])[F:19])[CH:17]=2)[C:13]#[N:14])=[C:7]([C:24]([F:27])([F:26])[F:25])[CH:6]=1.Cl[C:29]1[CH:30]=[C:31]2[N:38]([CH3:39])[CH2:37][CH2:36][N:32]2[C:33](=[O:35])[N:34]=1. (5) Given the product [CH:11]1[C:6]([OH:5])=[CH:7][C:8]2[O:26][C:23]3[C:24](=[N:12][C:9]=2[CH:10]=1)[CH:25]=[CH:20][C:21](=[O:35])[CH:22]=3, predict the reactants needed to synthesize it. The reactants are: [OH-].[NH4+].P([O-])([O-])([O:5][C:6]1[CH:11]=[CH:10][C:9]([N+:12]([O-])=O)=[CH:8][CH:7]=1)=O.[N+]([C:20]1[CH:25]=[CH:24][C:23]([OH:26])=[CH:22][CH:21]=1)([O-])=O.CC1N=CC(C[OH:35])=C(CN)C=1O.P(OC[C@@H]([C@@H](/C=C/CCCCCCCCCCCCC)O)N)(O)(O)=O.C(C[C@H](N)C(O)=O)CCP(O)(O)=O.P(OC(C)C(C(O)=O)N)(O)(O)=O.C1C2NC=C(OP(O)(O)=O)C=2C(Cl)=C(Br)C=1.C1C=C(CP(O)(O)=O)C(C2C=CC=C(C[C@H](N)C(O)=O)C=2)=CC=1.P(OC1C2C(=CC=CC=2)C=CC=1)(O)(O)=O. (6) Given the product [CH2:1]([NH:13][C:34]([C:31]1[CH:30]=[CH:29][C:28]([C:25]2[CH:26]=[CH:27][C:22]([CH2:21][N:20]([C:52](=[O:56])[C:53]([OH:55])=[O:54])[CH2:65][C:64]3[CH:67]=[CH:68][CH:69]=[C:62]([O:61][C:60]([F:71])([F:70])[F:59])[CH:63]=3)=[CH:23][CH:24]=2)=[CH:33][CH:32]=1)=[O:35])[CH2:2][CH2:3][CH2:4][CH2:5][CH2:6][CH2:7][CH2:8][CH2:9][CH2:10][CH2:11][CH3:12], predict the reactants needed to synthesize it. The reactants are: [CH2:1]([NH2:13])[CH2:2][CH2:3][CH2:4][CH2:5][CH2:6][CH2:7][CH2:8][CH2:9][CH2:10][CH2:11][CH3:12].IC1C=CC(C[N:20]([C:52](=[O:56])[C:53]([OH:55])=[O:54])[CH2:21][C:22]2[CH:27]=[CH:26][C:25]([C:28]3[CH:33]=[CH:32][C:31]([C:34](NCCC4C=CC(OC5C=CC=CC=5)=CC=4)=[O:35])=[CH:30][CH:29]=3)=[CH:24][CH:23]=2)=CC=1.[F:59][C:60]([F:71])([F:70])[O:61][C:62]1[CH:63]=[C:64]([CH:67]=[CH:68][CH:69]=1)[CH:65]=O. (7) Given the product [C:1]([C:3]1[C:11]2[B:10]([OH:12])[O:9][CH2:8][C:7]=2[CH:6]=[CH:5][CH:4]=1)#[N:13], predict the reactants needed to synthesize it. The reactants are: [CH:1]([C:3]1[C:11]2[B:10]([OH:12])[O:9][CH2:8][C:7]=2[CH:6]=[CH:5][CH:4]=1)=O.[NH3:13].II.[O-]S([O-])(=S)=O.[Na+].[Na+].Cl.